From a dataset of Catalyst prediction with 721,799 reactions and 888 catalyst types from USPTO. Predict which catalyst facilitates the given reaction. (1) Reactant: [C:1]([C:5]1[CH:6]=[C:7]2[C:12](=[C:13]([CH2:15][OH:16])[CH:14]=1)[C:11](=[O:17])[N:10]([C:18]1[CH:23]=[CH:22][CH:21]=[C:20](Cl)[C:19]=1[CH2:25][OH:26])[N:9]=[CH:8]2)([CH3:4])([CH3:3])[CH3:2].[CH3:27][N:28]1[CH:32]=[C:31](B2OC(C)(C)C(C)(C)O2)[CH:30]=[C:29]1[C:42]([NH2:44])=[O:43].B1(B2OC(C)(C)C(C)(C)O2)OC(C)(C)C(C)(C)O1.B([O-])([O-])[O-].CC(C1C=C(C(C)C)C(C2C=CC=CC=2P(C2CCCCC2)C2CCCCC2)=C(C(C)C)C=1)C.P([O-])([O-])([O-])=O.[K+].[K+].[K+]. Product: [C:1]([C:5]1[CH:6]=[C:7]2[C:12](=[C:13]([CH2:15][OH:16])[CH:14]=1)[C:11](=[O:17])[N:10]([C:18]1[C:19]([CH2:25][OH:26])=[C:20]([C:31]3[CH:30]=[C:29]([C:42]([NH2:44])=[O:43])[N:28]([CH3:27])[CH:32]=3)[CH:21]=[CH:22][CH:23]=1)[N:9]=[CH:8]2)([CH3:4])([CH3:3])[CH3:2]. The catalyst class is: 552. (2) Reactant: [S:1]1[CH:5]=[CH:4][CH:3]=[C:2]1[CH2:6][CH2:7][OH:8].C(NC(C)C)(C)C.[CH3:16][O:17][CH2:18][CH2:19][O:20][CH2:21]Cl. Product: [CH3:16][O:17][CH2:18][CH2:19][O:20][CH2:21][O:8][CH2:7][CH2:6][C:2]1[S:1][CH:5]=[CH:4][CH:3]=1. The catalyst class is: 4. (3) Reactant: CC(O)=O.[CH3:5][O:6][C:7](=[O:21])[CH2:8][CH:9]1[CH2:13][CH2:12][C:11](=[O:14])[CH:10]1[CH2:15][CH:16](OC)[O:17]C. Product: [O:14]=[C:11]1[CH2:12][CH2:13][CH:9]([CH2:8][C:7]([O:6][CH3:5])=[O:21])[CH:10]1[CH2:15][CH:16]=[O:17]. The catalyst class is: 6. (4) Reactant: [CH3:1][C:2]1([CH3:9])[CH2:7][CH2:6][CH2:5][C:4](=O)[CH2:3]1.[Cl-].[NH4+:11].[OH-].[NH4+].C[Si](C)(C)[C:16]#[N:17]. Product: [NH2:11][C:4]1([C:16]#[N:17])[CH2:5][CH2:6][CH2:7][C:2]([CH3:9])([CH3:1])[CH2:3]1. The catalyst class is: 97. (5) Reactant: C([N:4]([CH:7]([CH3:9])[CH3:8])CC)(C)C.Cl.CN(C)CCCN=C=NCC.ON1C2C=CC=CC=2N=N1.[Br:32][C:33]1[C:34]([C:40]2[S:44][C:43]3[CH:45]=[CH:46][CH:47]=[C:48]([C:49]([OH:51])=O)[C:42]=3[CH:41]=2)=[N:35][C:36]([Cl:39])=[N:37][CH:38]=1.C1(N)CC1. Product: [CH:7]1([NH:4][C:49]([C:48]2[C:42]3[CH:41]=[C:40]([C:34]4[C:33]([Br:32])=[CH:38][N:37]=[C:36]([Cl:39])[N:35]=4)[S:44][C:43]=3[CH:45]=[CH:46][CH:47]=2)=[O:51])[CH2:9][CH2:8]1. The catalyst class is: 4.